The task is: Predict which catalyst facilitates the given reaction.. This data is from Catalyst prediction with 721,799 reactions and 888 catalyst types from USPTO. (1) Reactant: [F:1][C:2]1[CH:7]=[CH:6][C:5]([C:8]2[C:16]([C:17]3[CH:22]=[CH:21][N:20]=[CH:19][CH:18]=3)=[C:11]3[CH:12]=[CH:13][CH:14]=[CH:15][N:10]3[N:9]=2)=[CH:4][CH:3]=1.C([Li])CCC.[Cl:28]N1C(=O)CCC1=O. Product: [Cl:28][C:15]1[N:10]2[N:9]=[C:8]([C:5]3[CH:6]=[CH:7][C:2]([F:1])=[CH:3][CH:4]=3)[C:16]([C:17]3[CH:18]=[CH:19][N:20]=[CH:21][CH:22]=3)=[C:11]2[CH:12]=[CH:13][CH:14]=1. The catalyst class is: 365. (2) Product: [OH:13][C:12]1[C:11]([CH2:6][C:5]([CH3:10])=[CH2:4])=[CH:10][C:5]([C:6]([O:8][CH3:9])=[O:7])=[CH:4][C:3]=1[O:2][CH3:1]. The catalyst class is: 37. Reactant: [CH3:1][O:2][C:3]1[CH:4]=[C:5]([CH:10]=[CH:11][C:12]=1[O:13]CC(C)=C)[C:6]([O:8][CH3:9])=[O:7]. (3) Reactant: [F:1][C:2]1[CH:3]=[C:4]2[C:8](=[CH:9][CH:10]=1)[NH:7][C:6](=[O:11])[CH2:5]2.C[Si]([N-][Si](C)(C)C)(C)C.[Li+].[OH:22][CH2:23][CH2:24][O:25][CH2:26][CH2:27][N:28]1[CH2:33][CH2:32][N:31]([CH2:34][CH2:35][CH2:36][C:37]2[N:42]=[C:41]3[CH2:43][O:44][C:45](=O)[C:40]3=[CH:39][CH:38]=2)[CH2:30][CH2:29]1.Cl.C([O-])(O)=O.[Na+]. Product: [F:1][C:2]1[CH:3]=[C:4]2[C:8](=[CH:9][CH:10]=1)[NH:7][C:6](=[O:11])[C:5]2=[C:45]1[C:40]2[C:41](=[N:42][C:37]([CH2:36][CH2:35][CH2:34][N:31]3[CH2:30][CH2:29][N:28]([CH2:27][CH2:26][O:25][CH2:24][CH2:23][OH:22])[CH2:33][CH2:32]3)=[CH:38][CH:39]=2)[CH2:43][O:44]1. The catalyst class is: 1. (4) Reactant: [Cl:1][C:2]1[CH:3]=[CH:4][C:5]([N+:11]([O-:13])=[O:12])=[C:6]([CH:10]=1)[C:7]([OH:9])=O.ClC(OCC(C)C)=O.[CH3:22][O:23][C:24]1[CH:31]=[CH:30][CH:29]=[C:28]([O:32][CH3:33])[C:25]=1[CH2:26][NH2:27].C(O)(=O)CC(CC(O)=O)(C(O)=O)O. Product: [Cl:1][C:2]1[CH:3]=[CH:4][C:5]([N+:11]([O-:13])=[O:12])=[C:6]([CH:10]=1)[C:7]([NH:27][CH2:26][C:25]1[C:28]([O:32][CH3:33])=[CH:29][CH:30]=[CH:31][C:24]=1[O:23][CH3:22])=[O:9]. The catalyst class is: 236. (5) Reactant: I[C:2]1[CH:3]=[CH:4][C:5]2[N:6]([CH:8]=[CH:9][N:10]=2)[CH:7]=1.CN(C)C=O.C(=O)([O-])O.[Na+].[F:21][C:22]1[CH:23]=[C:24](B(O)O)[CH:25]=[CH:26][CH:27]=1. Product: [F:21][C:22]1[CH:27]=[C:26]([C:2]2[CH:3]=[CH:4][C:5]3[N:6]([CH:8]=[CH:9][N:10]=3)[CH:7]=2)[CH:25]=[CH:24][CH:23]=1. The catalyst class is: 257. (6) Reactant: [NH2:1][C:2]1[N:7]=[CH:6][N:5]=[C:4]2[N:8]([CH2:12][C@H:13]([NH:15][C:16](=[O:22])[O:17][C:18]([CH3:21])([CH3:20])[CH3:19])[CH3:14])[N:9]=[C:10](I)[C:3]=12.[F:23][C:24]1[CH:29]=[C:28]([O:30][C:31]2[CH:36]=[CH:35][CH:34]=[CH:33][CH:32]=2)[CH:27]=[CH:26][C:25]=1B(O)O.O1CCOCC1.O. Product: [NH2:1][C:2]1[N:7]=[CH:6][N:5]=[C:4]2[N:8]([CH2:12][C@H:13]([NH:15][C:16](=[O:22])[O:17][C:18]([CH3:21])([CH3:20])[CH3:19])[CH3:14])[N:9]=[C:10]([C:25]3[CH:26]=[CH:27][C:28]([O:30][C:31]4[CH:36]=[CH:35][CH:34]=[CH:33][CH:32]=4)=[CH:29][C:24]=3[F:23])[C:3]=12. The catalyst class is: 535.